Dataset: Reaction yield outcomes from USPTO patents with 853,638 reactions. Task: Predict the reaction yield, written as a fraction of the theoretical maximum amount of product (1.0 means a 100% yield; for example, 0.34 means a 34% yield). (1) The reactants are [Br:1][CH2:2][CH2:3][CH2:4][CH2:5][C:6](Cl)=[O:7].[I:9][C:10]1[CH:16]=[CH:15][C:13]([NH2:14])=[CH:12][CH:11]=1.CCN(C(C)C)C(C)C. The catalyst is C(Cl)Cl. The product is [Br:1][CH2:2][CH2:3][CH2:4][CH2:5][C:6]([NH:14][C:13]1[CH:15]=[CH:16][C:10]([I:9])=[CH:11][CH:12]=1)=[O:7]. The yield is 0.930. (2) The reactants are [CH2:1]([C@H:8]([NH:30][C:31](=[O:39])OC1COCOC1)[C@@H:9]([OH:29])[CH:10]([NH:17][S:18]([C:21]1[CH:26]=[CH:25][C:24]([O:27][CH3:28])=[CH:23][CH:22]=1)(=[O:20])=[O:19])[O:11][CH:12]1[CH2:16][CH2:15][CH2:14][CH2:13]1)[C:2]1[CH:7]=[CH:6][CH:5]=[CH:4][CH:3]=1.Cl.CN(C)CCCN=C=NCC.ON1C2C=CC=CC=2N=N1.Cl.[NH2:63][C:64](=[O:83])[CH2:65][C@H:66]([NH:70][C:71]([C:73]1[CH:82]=[CH:81][C:80]2[C:75](=[CH:76][CH:77]=[CH:78][CH:79]=2)[N:74]=1)=[O:72])C(O)=O.C(N(CC)C(C)C)(C)C. The catalyst is CN(C)C=O. The yield is 0.410. The product is [CH2:1]([C@H:8]([NH:30][C:31](=[O:39])[C@@H:66]([NH:70][C:71]([C:73]1[CH:82]=[CH:81][C:80]2[C:75](=[CH:76][CH:77]=[CH:78][CH:79]=2)[N:74]=1)=[O:72])[CH2:65][C:64]([NH2:63])=[O:83])[C@@H:9]([OH:29])[CH:10]([NH:17][S:18]([C:21]1[CH:22]=[CH:23][C:24]([O:27][CH3:28])=[CH:25][CH:26]=1)(=[O:20])=[O:19])[O:11][CH:12]1[CH2:13][CH2:14][CH2:15][CH2:16]1)[C:2]1[CH:3]=[CH:4][CH:5]=[CH:6][CH:7]=1. (3) The reactants are Br[C:2]1[C:3]([NH2:10])=[CH:4][C:5]([O:8][CH3:9])=[N:6][CH:7]=1.[CH:11]([Si:14]([CH:51]([CH3:53])[CH3:52])([CH:48]([CH3:50])[CH3:49])[O:15][C@H:16]1[C@H:21]([O:22][Si:23]([CH:30]([CH3:32])[CH3:31])([CH:27]([CH3:29])[CH3:28])[CH:24]([CH3:26])[CH3:25])[CH:20]=[C:19](B(O)O)[O:18][C@@H:17]1[CH2:36][O:37][Si:38]([CH:45]([CH3:47])[CH3:46])([CH:42]([CH3:44])[CH3:43])[CH:39]([CH3:41])[CH3:40])([CH3:13])[CH3:12].C([O-])([O-])=O.[Na+].[Na+].C(Cl)Cl. The catalyst is COCCOC.O. The product is [CH:51]([Si:14]([CH:11]([CH3:13])[CH3:12])([CH:48]([CH3:50])[CH3:49])[O:15][C@H:16]1[C@H:21]([O:22][Si:23]([CH:30]([CH3:31])[CH3:32])([CH:27]([CH3:28])[CH3:29])[CH:24]([CH3:25])[CH3:26])[CH:20]=[C:19]([C:2]2[C:3]([NH2:10])=[CH:4][C:5]([O:8][CH3:9])=[N:6][CH:7]=2)[O:18][C@@H:17]1[CH2:36][O:37][Si:38]([CH:39]([CH3:41])[CH3:40])([CH:42]([CH3:44])[CH3:43])[CH:45]([CH3:47])[CH3:46])([CH3:53])[CH3:52]. The yield is 0.400. (4) The product is [Br:1][C:2]1[CH:7]=[C:6]([C:8]([Cl:44])([C:13]([F:16])([F:15])[F:14])[C:9]([F:12])([F:11])[F:10])[CH:5]=[C:4]([S:18][C:19]([F:22])([F:21])[F:20])[C:3]=1[NH:23][C:24](=[O:41])[C:25]1[CH:30]=[CH:29][CH:28]=[C:27]([NH:31][C:32](=[O:40])[C:33]2[CH:38]=[CH:37][CH:36]=[CH:35][C:34]=2[F:39])[CH:26]=1. The yield is 0.750. The catalyst is N1C=CC=CC=1. The reactants are [Br:1][C:2]1[CH:7]=[C:6]([C:8](O)([C:13]([F:16])([F:15])[F:14])[C:9]([F:12])([F:11])[F:10])[CH:5]=[C:4]([S:18][C:19]([F:22])([F:21])[F:20])[C:3]=1[NH:23][C:24](=[O:41])[C:25]1[CH:30]=[CH:29][CH:28]=[C:27]([NH:31][C:32](=[O:40])[C:33]2[CH:38]=[CH:37][CH:36]=[CH:35][C:34]=2[F:39])[CH:26]=1.S(Cl)([Cl:44])=O. (5) The reactants are [CH3:1][C:2]1[N:7]=[N:6][C:5]([N:8]2[C:12]([C:13]3[CH:18]=[CH:17][C:16]([CH3:19])=[CH:15][N:14]=3)=[CH:11][C:10]([C:20]([OH:22])=O)=[N:9]2)=[CH:4][CH:3]=1.[C:23]([NH2:27])([CH3:26])([CH3:25])[CH3:24]. No catalyst specified. The product is [C:23]([NH:27][C:20]([C:10]1[CH:11]=[C:12]([C:13]2[CH:18]=[CH:17][C:16]([CH3:19])=[CH:15][N:14]=2)[N:8]([C:5]2[N:6]=[N:7][C:2]([CH3:1])=[CH:3][CH:4]=2)[N:9]=1)=[O:22])([CH3:26])([CH3:25])[CH3:24]. The yield is 0.720. (6) The reactants are CCN(C(C)C)C(C)C.[OH:10][C:11]1[CH:19]=[CH:18][C:14]([C:15]([OH:17])=O)=[CH:13][CH:12]=1.CCN=C=NCCCN(C)C.C1C=CC2N(O)N=NC=2C=1.Cl.[CH2:42]([O:44][C:45](=[O:48])[CH2:46][NH2:47])[CH3:43]. The catalyst is CN(C=O)C.O. The product is [CH2:42]([O:44][C:45](=[O:48])[CH2:46][NH:47][C:15](=[O:17])[C:14]1[CH:13]=[CH:12][C:11]([OH:10])=[CH:19][CH:18]=1)[CH3:43]. The yield is 0.910. (7) The reactants are Cl[C:2]([O:4][C:5]1[CH:10]=[CH:9][C:8]([N+:11]([O-:13])=[O:12])=[CH:7][CH:6]=1)=[O:3].[CH2:14]([O:21][P:22]([O:32][CH2:33][CH2:34][OH:35])([O:24][CH2:25][C:26]1[CH:31]=[CH:30][CH:29]=[CH:28][CH:27]=1)=[O:23])[C:15]1[CH:20]=[CH:19][CH:18]=[CH:17][CH:16]=1.C(N(CC)CC)C. The catalyst is ClCCl. The product is [C:2](=[O:3])([O:4][C:5]1[CH:6]=[CH:7][C:8]([N+:11]([O-:13])=[O:12])=[CH:9][CH:10]=1)[O:35][CH2:34][CH2:33][O:32][P:22]([O:21][CH2:14][C:15]1[CH:20]=[CH:19][CH:18]=[CH:17][CH:16]=1)([O:24][CH2:25][C:26]1[CH:31]=[CH:30][CH:29]=[CH:28][CH:27]=1)=[O:23]. The yield is 0.450.